Dataset: Forward reaction prediction with 1.9M reactions from USPTO patents (1976-2016). Task: Predict the product of the given reaction. (1) Given the reactants CO.[F:3][C:4]1[CH:9]=[C:8]([F:10])[CH:7]=[CH:6][C:5]=1[C:11]1[CH:23]=[CH:22][C:14]([C:15]([O:17][C:18]([CH3:21])([CH3:20])[CH3:19])=[O:16])=[C:13]([N+:24]([O-])=O)[CH:12]=1, predict the reaction product. The product is: [NH2:24][C:13]1[CH:12]=[C:11]([C:5]2[CH:6]=[CH:7][C:8]([F:10])=[CH:9][C:4]=2[F:3])[CH:23]=[CH:22][C:14]=1[C:15]([O:17][C:18]([CH3:21])([CH3:20])[CH3:19])=[O:16]. (2) Given the reactants [CH2:1]([O:8][C:9]1[CH:10]=[CH:11][C:12]2[O:16][C:15]([CH:17]([NH:21][C:22]3[CH:27]=[CH:26][C:25]([C:28]([N:30]([CH3:38])[CH2:31][CH2:32][C:33]([O:35]CC)=[O:34])=[O:29])=[CH:24][CH:23]=3)[CH:18]([CH3:20])[CH3:19])=[C:14]([CH3:39])[C:13]=2[CH:40]=1)[C:2]1[CH:7]=[CH:6][CH:5]=[CH:4][CH:3]=1.[OH-].[Na+], predict the reaction product. The product is: [CH2:1]([O:8][C:9]1[CH:10]=[CH:11][C:12]2[O:16][C:15]([CH:17]([NH:21][C:22]3[CH:23]=[CH:24][C:25]([C:28]([N:30]([CH3:38])[CH2:31][CH2:32][C:33]([OH:35])=[O:34])=[O:29])=[CH:26][CH:27]=3)[CH:18]([CH3:19])[CH3:20])=[C:14]([CH3:39])[C:13]=2[CH:40]=1)[C:2]1[CH:3]=[CH:4][CH:5]=[CH:6][CH:7]=1. (3) Given the reactants Br[C:2]1[CH:11]=[CH:10][C:5]([C:6]([NH:8][CH3:9])=[O:7])=[CH:4][CH:3]=1.[NH2:12][C@H:13]1[C:22]2[C:17](=[CH:18][CH:19]=[C:20]([CH:23]3[CH2:28][CH2:27][O:26][CH2:25][CH2:24]3)[CH:21]=2)[N:16]([C:29](=[O:31])[CH3:30])[C@@H:15]([CH3:32])[C@@H:14]1[CH3:33].CC(C)([O-])C.[Na+].CN(C1C(C2C(P(C3CCCCC3)C3CCCCC3)=CC=CC=2)=CC=CC=1)C, predict the reaction product. The product is: [C:29]([N:16]1[C:17]2[C:22](=[CH:21][C:20]([CH:23]3[CH2:28][CH2:27][O:26][CH2:25][CH2:24]3)=[CH:19][CH:18]=2)[C@H:13]([NH:12][C:2]2[CH:11]=[CH:10][C:5]([C:6]([NH:8][CH3:9])=[O:7])=[CH:4][CH:3]=2)[C@@H:14]([CH3:33])[C@@H:15]1[CH3:32])(=[O:31])[CH3:30]. (4) Given the reactants [NH2:1][C:2]1[CH:42]=[CH:41][C:5]([O:6][C:7]2[CH:12]=[CH:11][N:10]=[C:9]3[CH:13]=[C:14]([C:16]4[CH:40]=[CH:39][C:19]([CH2:20][N:21]([CH2:29][CH2:30][O:31][CH2:32][CH2:33][O:34][CH2:35][CH2:36][O:37][CH3:38])[C:22](=[O:28])[O:23][C:24]([CH3:27])([CH3:26])[CH3:25])=[CH:18][CH:17]=4)[S:15][C:8]=23)=[C:4]([F:43])[CH:3]=1.CCN(C(C)C)C(C)C.Cl[C:54](Cl)([O:56]C(=O)OC(Cl)(Cl)Cl)Cl.[NH2:65][C:66]1[CH:70]=[C:69]([CH3:71])[O:68][N:67]=1, predict the reaction product. The product is: [F:43][C:4]1[CH:3]=[C:2]([NH:1][C:54]([NH:65][C:66]2[CH:70]=[C:69]([CH3:71])[O:68][N:67]=2)=[O:56])[CH:42]=[CH:41][C:5]=1[O:6][C:7]1[CH:12]=[CH:11][N:10]=[C:9]2[CH:13]=[C:14]([C:16]3[CH:40]=[CH:39][C:19]([CH2:20][N:21]([CH2:29][CH2:30][O:31][CH2:32][CH2:33][O:34][CH2:35][CH2:36][O:37][CH3:38])[C:22](=[O:28])[O:23][C:24]([CH3:27])([CH3:25])[CH3:26])=[CH:18][CH:17]=3)[S:15][C:8]=12. (5) Given the reactants [CH3:1][C:2]1([C:7]2[O:11][C:10]([CH2:12][N:13]3[N:17]=[C:16]([NH2:18])[CH:15]=[N:14]3)=[CH:9][CH:8]=2)[O:6]CCO1.[F:19][C:20]1[CH:25]=[CH:24][C:23]([C:26]2[O:30][CH:29]=[N:28][C:27]=2[C:31](O)=[O:32])=[CH:22][CH:21]=1, predict the reaction product. The product is: [C:2]([C:7]1[O:11][C:10]([CH2:12][N:13]2[N:17]=[C:16]([NH:18][C:31]([C:27]3[N:28]=[CH:29][O:30][C:26]=3[C:23]3[CH:24]=[CH:25][C:20]([F:19])=[CH:21][CH:22]=3)=[O:32])[CH:15]=[N:14]2)=[CH:9][CH:8]=1)(=[O:6])[CH3:1].